Dataset: Forward reaction prediction with 1.9M reactions from USPTO patents (1976-2016). Task: Predict the product of the given reaction. The product is: [OH:1][C:2]1[C:3]([C:24]([NH:33][CH2:32][C:31]([O:30][CH2:28][CH3:29])=[O:34])=[O:25])=[C:4]2[C:9](=[CH:10][CH:11]=1)[N:8]=[C:7]([C:12]1[CH:13]=[CH:14][CH:15]=[CH:16][CH:17]=1)[C:6]([C:18]1[CH:23]=[CH:22][CH:21]=[CH:20][CH:19]=1)=[N:5]2. Given the reactants [OH:1][C:2]1[CH:11]=[CH:10][C:9]2[N:8]=[C:7]([C:12]3[CH:17]=[CH:16][CH:15]=[CH:14][CH:13]=3)[C:6]([C:18]3[CH:23]=[CH:22][CH:21]=[CH:20][CH:19]=3)=[N:5][C:4]=2[C:3]=1[C:24](O)=[O:25].Cl.[CH2:28]([O:30][C:31](=[O:34])[CH2:32][NH2:33])[CH3:29].C(N(CC)CC)C.C1CN([P+](ON2N=NC3C=CC=CC2=3)(N2CCCC2)N2CCCC2)CC1.F[P-](F)(F)(F)(F)F, predict the reaction product.